From a dataset of Reaction yield outcomes from USPTO patents with 853,638 reactions. Predict the reaction yield, written as a fraction of the theoretical maximum amount of product (1.0 means a 100% yield; for example, 0.34 means a 34% yield). The reactants are [NH2:1][C:2]1[CH:3]=[C:4]([C:8]#[C:9][C:10]2[C:11]([NH2:17])=[N:12][CH:13]=[N:14][C:15]=2[NH2:16])[CH:5]=[CH:6][CH:7]=1.C(N(CC)CC)C.[C:25]([C:29]1[O:33][N:32]=[C:31]([NH:34][C:35](=O)[O:36]C2C=CC=CC=2)[CH:30]=1)([CH3:28])([CH3:27])[CH3:26]. The catalyst is C1COCC1. The product is [C:25]([C:29]1[O:33][N:32]=[C:31]([NH:34][C:35]([NH:1][C:2]2[CH:7]=[CH:6][CH:5]=[C:4]([C:8]#[C:9][C:10]3[C:15]([NH2:16])=[N:14][CH:13]=[N:12][C:11]=3[NH2:17])[CH:3]=2)=[O:36])[CH:30]=1)([CH3:28])([CH3:26])[CH3:27]. The yield is 0.650.